From a dataset of Experimentally validated miRNA-target interactions with 360,000+ pairs, plus equal number of negative samples. Binary Classification. Given a miRNA mature sequence and a target amino acid sequence, predict their likelihood of interaction. (1) Result: 0 (no interaction). The protein sequence of the target gene is MAQYGHPSPLGMAAREELYSKVTPRRNRQQRPGTIKHGSALDVLLSMGFPRARAQKALASTGGRSVQAACDWLFSHVGDPFLDDPLPREYVLYLRPTGPLAQKLSDFWQQSKQICGKNKAHNIFPHITLCQFFMCEDSKVDALGEALQTTVSRWKCKFSAPLPLELYTSSNFIGLFVKEDSAEVLKKFAADFAAEAASKTEVHVEPHKKQLHVTLAYHFQASHLPTLEKLAQNIDVKLGCDWVATIFSRDIRFANHETLQVIYPYTPQNDDELELVPGDFIFMSPMEQTSTSEGWIYGTS.... The miRNA is bta-miR-150 with sequence UCUCCCAACCCUUGUACCAGUGU. (2) The miRNA is hsa-miR-342-3p with sequence UCUCACACAGAAAUCGCACCCGU. The protein sequence of the target gene is MKFAYRFSNLLGTVYRRGNLNFTCDGNSVISPVGNRVTVFDLKNNKSDTLPLATRYNVKCVGLSPDGRLAIIVDEGGDALLVSLVCRSVLHHFHFKGSVHSVSFSPDGRKFVVTKGNIAQMYHAPGKKREFNAFVLDKTYFGPYDETTCIDWTDDSRCFVVGSKDMSTWVFGAERWDNLIYYALGGHKDAIVACFFESNSLDLYSLSQDGVLCMWQCDTPPEGLRLKPPAGWKADLLQREEEEEEEEDQEGDRETTIRGKATPAEEEKTGKVKYSRLAKYFFNKEGDFNNLTAAAFHKKS.... Result: 1 (interaction). (3) The miRNA is hsa-miR-502-3p with sequence AAUGCACCUGGGCAAGGAUUCA. The protein sequence of the target gene is MILASVLRSGPGGGLPLRPLLGPALALRARSTSATDTHHVEMARERSKTVTSFYNQSAIDAAAEKPSVRLTPTMMLYAGRSQDGSHLLKSARYLQQELPVRIAHRIKGFRCLPFIIGCNPTILHVHELYIRAFQKLTDFPPIKDQADEAQYCQLVRQLLDDHKDVVTLLAEGLRESRKHIEDEKLVRYFLDKTLTSRLGIRMLATHHLALHEDKPDFVGIICTRLSPKKIIEKWVDFARRLCEHKYGNAPRVRINGHVAARFPFIPMPLDYILPELLKNAMRATMESHLDTPYNVPDVVI.... Result: 0 (no interaction). (4) The miRNA is hsa-miR-6853-5p with sequence AGCGUGGGAUGUCCAUGAAGUCAG. The protein sequence of the target gene is MSPPSPGRRREQRRPRAAATMATPLPGRAGGPATPLSPTRLSRLQEKEELRELNDRLAHYIDRVRALELENDRLLLKISEKEEVTTREVSGIKALYESELADARRVLDETARERARLQIEIGKLRAELDEVNKSAKKREGELTVAQGRVKDLESLFHRSEVELAAALSDKRGLESDVAELRAQLAKAEDGHAVAKKQLEKETLMRVDLENRCQSLQEELDFRKSVFEEEVRETRRRHERRLVEVDSSRQQEYDFKMAQALEELRSQHDEQVRLYKLELEQTYQAKLDSAKLSSDQNDKAA.... Result: 1 (interaction). (5) The miRNA is hsa-miR-3650 with sequence AGGUGUGUCUGUAGAGUCC. The protein sequence of the target gene is MAVPAALIPPTQLVPPQPPISTSASSSGTTTSTSSATSSPAPSIGPPASSGPTLFRPEPIASSASSSAAATVTSPGGGGGGSGGGGGSGGNGGGGGSNCNPSLAAGSSGGGVSAGGGGASSTPITASTGSSSSSSSSSSSSSSSSSSSSSSSSSSSCGPLPGKPVYSTPSPVENTPQNNECKMVDLRGAKVASFTVEGCELICLPQAFDLFLKHLVGGLHTVYTKLKRLEITPVVCNVEQVRILRGLGAIQPGVNRCKLISRKDFETLYNDCTNASSRPGRPPKRTQSVTSPENSHIMPH.... Result: 0 (no interaction). (6) The miRNA is mmu-miR-466o-3p with sequence UACAUACAUGCACACAUAAGAC. The protein sequence of the target gene is MRETLEALSSLGFSVGQPEMAPQSEPREGSHNAQEQMSSSREERALGVCSGHEAPTPEEGAHTEQAEAPCRGQACSAQKAQPVGTCPGEEWMIRKVKVEDEDQEAEEEVEWPQHLSLLPSPFPAPDLGHLAAAYKLEPGAPGALSGLALSGWGPMPEKPYGCGECERRFRDQLTLRLHQRLHRGEGPCACPDCGRSFTQRAHMLLHQRSHRGERPFPCSECDKRFSKKAHLTRHLRTHTGERPYPCAECGKRFSQKIHLGSHQKTHTGERPFPCTECEKRFRKKTHLIRHQRIHTGERPY.... Result: 0 (no interaction). (7) The miRNA is mmu-miR-7023-3p with sequence UCACCCUGUCUGCGCCCCUCAG. The protein sequence of the target gene is MKLPKGTRSSVYFAQHPEKEPLPSRQEVKQTPVIMAKIKGPGPAKYLRPSCTGYIDHDISMFKAPAYTLHSRHSEKRMVCHSSPGPCYLLDPKITRFGMSSCPQVPMEERISNLRLNPTLASCQYYFEKIHPPGERRAPQYTFGYRRPYRVMDLNPAPNQYQMPLLLGPNTPVSRAAPCYSLASRDKNWFYKEDVAGGPGPTTYARPEPSIYQNRSPTYSMAKRFAYPLDLTPRPGPGSHEVQQVTVHKPHIPAFTMGIKHSLHLCPLVIDIRD. Result: 0 (no interaction).